The task is: Predict the reactants needed to synthesize the given product.. This data is from Full USPTO retrosynthesis dataset with 1.9M reactions from patents (1976-2016). Given the product [CH:32]1([C:30]2[N:31]=[C:25]([CH:11]3[CH2:12][CH:13]([C:15]4[CH:16]=[CH:17][C:18]([C:21]([F:23])([F:22])[F:24])=[CH:19][CH:20]=4)[CH2:14][N:9]([C:7]([N:1]4[CH2:2][CH2:3][S:4][CH2:5][CH2:6]4)=[O:8])[CH2:10]3)[O:27][N:29]=2)[CH2:34][CH2:33]1, predict the reactants needed to synthesize it. The reactants are: [N:1]1([C:7]([N:9]2[CH2:14][CH:13]([C:15]3[CH:20]=[CH:19][C:18]([C:21]([F:24])([F:23])[F:22])=[CH:17][CH:16]=3)[CH2:12][CH:11]([C:25]([OH:27])=O)[CH2:10]2)=[O:8])[CH2:6][CH2:5][S:4][CH2:3][CH2:2]1.O[NH:29][C:30]([CH:32]1[CH2:34][CH2:33]1)=[NH:31].